Predict the product of the given reaction. From a dataset of Forward reaction prediction with 1.9M reactions from USPTO patents (1976-2016). (1) Given the reactants C(OC([N:8]1[CH2:11][CH:10]([N:12]2[C:16]3[N:17]=[C:18]([CH:22]4[CH2:25][N:24]([CH:26]([C:33]5[CH:38]=[CH:37][CH:36]=[CH:35][CH:34]=5)[C:27]5[CH:32]=[CH:31][CH:30]=[CH:29][CH:28]=5)[CH2:23]4)[NH:19][C:20](=[O:21])[C:15]=3[CH:14]=[N:13]2)[CH2:9]1)=O)(C)(C)C.[C:39](O)([C:41](F)(F)F)=O.[CH3:46]O, predict the reaction product. The product is: [CH:26]([N:24]1[CH2:23][CH:22]([C:18]2[NH:19][C:20](=[O:21])[C:15]3[CH:14]=[N:13][N:12]([CH:10]4[CH2:11][N:8]([CH:39]([CH3:41])[CH3:46])[CH2:9]4)[C:16]=3[N:17]=2)[CH2:25]1)([C:33]1[CH:34]=[CH:35][CH:36]=[CH:37][CH:38]=1)[C:27]1[CH:32]=[CH:31][CH:30]=[CH:29][CH:28]=1. (2) Given the reactants [O:1]=[C:2]1[C:11]2[C:6](=[CH:7][CH:8]=[CH:9][CH:10]=2)[CH2:5][C:4](=[O:12])[N:3]1[CH2:13][C:14]([OH:16])=O.[Cl:17]C(Cl)OCC, predict the reaction product. The product is: [O:1]=[C:2]1[C:11]2[C:6](=[CH:7][CH:8]=[CH:9][CH:10]=2)[CH2:5][C:4](=[O:12])[N:3]1[CH2:13][C:14]([Cl:17])=[O:16]. (3) Given the reactants [N+:1]([C:4]1[C:9]([C:10]([F:13])([F:12])[F:11])=[CH:8][CH:7]=[CH:6][C:5]=1[NH2:14])([O-])=O.[H][H], predict the reaction product. The product is: [F:11][C:10]([F:12])([F:13])[C:9]1[CH:8]=[CH:7][CH:6]=[C:5]([NH2:14])[C:4]=1[NH2:1]. (4) Given the reactants [S:1]1[CH:5]=[CH:4][CH:3]=[C:2]1[C:6](Cl)=[O:7].[NH2:9][C:10]1[CH:11]=[C:12]([CH:25]=[CH:26][CH:27]=1)[C:13]([C:15]1[CH:23]=[C:22]2[C:18]([CH2:19][C:20](=[O:24])[NH:21]2)=[CH:17][CH:16]=1)=[O:14], predict the reaction product. The product is: [O:24]=[C:20]1[CH2:19][C:18]2[C:22](=[CH:23][C:15]([C:13]([C:12]3[CH:11]=[C:10]([NH:9][C:6]([C:2]4[S:1][CH:5]=[CH:4][CH:3]=4)=[O:7])[CH:27]=[CH:26][CH:25]=3)=[O:14])=[CH:16][CH:17]=2)[NH:21]1. (5) The product is: [CH3:24][C:21]1([CH3:25])[CH2:22][CH2:23][C:18]([C:4]2[CH:3]=[C:2]([C:36]3([OH:42])[CH2:41][CH2:40][CH2:39][CH2:38][CH2:37]3)[CH:7]=[CH:6][C:5]=2[NH:8][C:9]([C:11]2[NH:12][CH:13]=[C:14]([C:16]#[N:17])[N:15]=2)=[O:10])=[CH:19][CH2:20]1. Given the reactants Br[C:2]1[CH:7]=[CH:6][C:5]([NH:8][C:9]([C:11]2[NH:12][CH:13]=[C:14]([C:16]#[N:17])[N:15]=2)=[O:10])=[C:4]([C:18]2[CH2:23][CH2:22][C:21]([CH3:25])([CH3:24])[CH2:20][CH:19]=2)[CH:3]=1.C([Mg]Cl)(C)C.[Li]C(C)(C)C.[C:36]1(=[O:42])[CH2:41][CH2:40][CH2:39][CH2:38][CH2:37]1, predict the reaction product. (6) Given the reactants [CH:1]1([NH:4][C:5]([C:7]2[C:15]3[CH:14]=[C:13]([C:16]4[C:21]([Br:22])=[CH:20][N:19]=[C:18](Cl)[N:17]=4)[S:12][C:11]=3[CH:10]=[CH:9][CH:8]=2)=[O:6])[CH2:3][CH2:2]1.[C:24]([O:28][C:29]([N:31]1[CH2:36][CH2:35][C:34]([CH2:38][CH2:39][NH2:40])([CH3:37])[CH2:33][CH2:32]1)=[O:30])([CH3:27])([CH3:26])[CH3:25].C(N(C(C)C)CC)(C)C, predict the reaction product. The product is: [C:24]([O:28][C:29]([N:31]1[CH2:36][CH2:35][C:34]([CH2:38][CH2:39][NH:40][C:18]2[N:17]=[C:16]([C:13]3[S:12][C:11]4[CH:10]=[CH:9][CH:8]=[C:7]([C:5](=[O:6])[NH:4][CH:1]5[CH2:3][CH2:2]5)[C:15]=4[CH:14]=3)[C:21]([Br:22])=[CH:20][N:19]=2)([CH3:37])[CH2:33][CH2:32]1)=[O:30])([CH3:27])([CH3:26])[CH3:25]. (7) Given the reactants [F:1][C:2]1[CH:7]=[CH:6][C:5]([CH:8]2[C:12]3([CH2:17][CH2:16][CH2:15][N:14](C(OC(C)(C)C)=O)[CH2:13]3)[C:11](=[O:25])[N:10]([CH2:26][C:27]3[O:28][CH:29]=[CH:30][N:31]=3)[CH2:9]2)=[CH:4][CH:3]=1.C(O)(C(F)(F)F)=O, predict the reaction product. The product is: [F:1][C:2]1[CH:3]=[CH:4][C:5]([CH:8]2[C:12]3([CH2:17][CH2:16][CH2:15][NH:14][CH2:13]3)[C:11](=[O:25])[N:10]([CH2:26][C:27]3[O:28][CH:29]=[CH:30][N:31]=3)[CH2:9]2)=[CH:6][CH:7]=1.